From a dataset of NCI-60 drug combinations with 297,098 pairs across 59 cell lines. Regression. Given two drug SMILES strings and cell line genomic features, predict the synergy score measuring deviation from expected non-interaction effect. (1) Drug 1: C1CCC(C1)C(CC#N)N2C=C(C=N2)C3=C4C=CNC4=NC=N3. Drug 2: C1=CC=C(C(=C1)C(C2=CC=C(C=C2)Cl)C(Cl)Cl)Cl. Cell line: TK-10. Synergy scores: CSS=14.1, Synergy_ZIP=-0.422, Synergy_Bliss=5.14, Synergy_Loewe=4.70, Synergy_HSA=4.72. (2) Drug 1: CC1C(C(CC(O1)OC2CC(OC(C2O)C)OC3=CC4=CC5=C(C(=O)C(C(C5)C(C(=O)C(C(C)O)O)OC)OC6CC(C(C(O6)C)O)OC7CC(C(C(O7)C)O)OC8CC(C(C(O8)C)O)(C)O)C(=C4C(=C3C)O)O)O)O. Drug 2: CC1=C(C(=O)C2=C(C1=O)N3CC4C(C3(C2COC(=O)N)OC)N4)N. Cell line: ACHN. Synergy scores: CSS=85.9, Synergy_ZIP=-3.74, Synergy_Bliss=-3.07, Synergy_Loewe=-6.35, Synergy_HSA=-0.984. (3) Drug 1: C1C(C(OC1N2C=NC3=C(N=C(N=C32)Cl)N)CO)O. Drug 2: CC(C)NC(=O)C1=CC=C(C=C1)CNNC.Cl. Cell line: CAKI-1. Synergy scores: CSS=18.2, Synergy_ZIP=-6.04, Synergy_Bliss=-7.07, Synergy_Loewe=-32.6, Synergy_HSA=-7.92. (4) Drug 1: C1=CN(C=N1)CC(O)(P(=O)(O)O)P(=O)(O)O. Drug 2: COC1=C2C(=CC3=C1OC=C3)C=CC(=O)O2. Cell line: A549. Synergy scores: CSS=-0.869, Synergy_ZIP=1.47, Synergy_Bliss=2.88, Synergy_Loewe=0.799, Synergy_HSA=0.770. (5) Drug 1: C1CN1C2=NC(=NC(=N2)N3CC3)N4CC4. Drug 2: C(CC(=O)O)C(=O)CN.Cl. Cell line: HOP-62. Synergy scores: CSS=35.8, Synergy_ZIP=-10.6, Synergy_Bliss=-24.0, Synergy_Loewe=-42.2, Synergy_HSA=-21.1. (6) Drug 1: C1=CC(=CC=C1CCCC(=O)O)N(CCCl)CCCl. Drug 2: COC1=NC(=NC2=C1N=CN2C3C(C(C(O3)CO)O)O)N. Cell line: UACC-257. Synergy scores: CSS=13.3, Synergy_ZIP=-0.0837, Synergy_Bliss=4.84, Synergy_Loewe=-0.882, Synergy_HSA=-0.974. (7) Drug 1: CC1C(C(CC(O1)OC2CC(CC3=C2C(=C4C(=C3O)C(=O)C5=C(C4=O)C(=CC=C5)OC)O)(C(=O)CO)O)N)O.Cl. Drug 2: CN(C)N=NC1=C(NC=N1)C(=O)N. Cell line: SNB-19. Synergy scores: CSS=7.45, Synergy_ZIP=-2.65, Synergy_Bliss=-1.10, Synergy_Loewe=-9.95, Synergy_HSA=-1.90. (8) Drug 1: C1=CC(=CC=C1CCC2=CNC3=C2C(=O)NC(=N3)N)C(=O)NC(CCC(=O)O)C(=O)O. Drug 2: CS(=O)(=O)CCNCC1=CC=C(O1)C2=CC3=C(C=C2)N=CN=C3NC4=CC(=C(C=C4)OCC5=CC(=CC=C5)F)Cl. Cell line: HCT116. Synergy scores: CSS=26.0, Synergy_ZIP=3.30, Synergy_Bliss=-2.20, Synergy_Loewe=-23.2, Synergy_HSA=-2.56.